From a dataset of Reaction yield outcomes from USPTO patents with 853,638 reactions. Predict the reaction yield, written as a fraction of the theoretical maximum amount of product (1.0 means a 100% yield; for example, 0.34 means a 34% yield). (1) The reactants are [Br:1][C:2]1[CH:3]=[C:4]2[C:9](=[CH:10][CH:11]=1)[CH:8]=[C:7]([OH:12])[CH:6]=[CH:5]2.[B-](F)(F)(F)[F:14].[B-](F)(F)(F)F.C1[N+]2(CCl)CC[N+](F)(CC2)C1. The catalyst is CC#N. The product is [Br:1][C:2]1[CH:3]=[C:4]2[C:9](=[CH:10][CH:11]=1)[C:8]([F:14])=[C:7]([OH:12])[CH:6]=[CH:5]2. The yield is 0.830. (2) The reactants are [F:1][C:2]1[CH:7]=[C:6]([F:8])[CH:5]=[CH:4][C:3]=1[C:9](=[O:13])[CH2:10][C:11]#[N:12].[Cl:14][C:15]1[CH:20]=[CH:19][C:18]([SH:21])=[CH:17][CH:16]=1. No catalyst specified. The product is [ClH:14].[F:1][C:2]1[CH:7]=[C:6]([F:8])[CH:5]=[CH:4][C:3]=1[C:9](=[O:13])[CH2:10][C:11]([S:21][C:18]1[CH:19]=[CH:20][C:15]([Cl:14])=[CH:16][CH:17]=1)=[NH:12]. The yield is 0.520.